Dataset: NCI-60 drug combinations with 297,098 pairs across 59 cell lines. Task: Regression. Given two drug SMILES strings and cell line genomic features, predict the synergy score measuring deviation from expected non-interaction effect. (1) Drug 1: C1=NC2=C(N1)C(=S)N=CN2. Drug 2: B(C(CC(C)C)NC(=O)C(CC1=CC=CC=C1)NC(=O)C2=NC=CN=C2)(O)O. Cell line: TK-10. Synergy scores: CSS=40.4, Synergy_ZIP=-4.56, Synergy_Bliss=-4.52, Synergy_Loewe=-18.2, Synergy_HSA=-5.49. (2) Drug 1: C1=CC(=C2C(=C1NCCNCCO)C(=O)C3=C(C=CC(=C3C2=O)O)O)NCCNCCO. Drug 2: CC1=C2C(C(=O)C3(C(CC4C(C3C(C(C2(C)C)(CC1OC(=O)C(C(C5=CC=CC=C5)NC(=O)OC(C)(C)C)O)O)OC(=O)C6=CC=CC=C6)(CO4)OC(=O)C)O)C)O. Cell line: NCI-H522. Synergy scores: CSS=57.5, Synergy_ZIP=-9.03, Synergy_Bliss=-10.7, Synergy_Loewe=-7.59, Synergy_HSA=-4.03. (3) Drug 1: C1=CC(=C2C(=C1NCCNCCO)C(=O)C3=C(C=CC(=C3C2=O)O)O)NCCNCCO. Drug 2: CC12CCC3C(C1CCC2OP(=O)(O)O)CCC4=C3C=CC(=C4)OC(=O)N(CCCl)CCCl.[Na+]. Cell line: SNB-19. Synergy scores: CSS=22.1, Synergy_ZIP=-7.62, Synergy_Bliss=-13.7, Synergy_Loewe=-44.6, Synergy_HSA=-12.8. (4) Drug 1: CC(CN1CC(=O)NC(=O)C1)N2CC(=O)NC(=O)C2. Drug 2: COCCOC1=C(C=C2C(=C1)C(=NC=N2)NC3=CC=CC(=C3)C#C)OCCOC.Cl. Cell line: DU-145. Synergy scores: CSS=20.9, Synergy_ZIP=-5.34, Synergy_Bliss=2.69, Synergy_Loewe=1.90, Synergy_HSA=6.10. (5) Drug 1: CC1C(C(CC(O1)OC2CC(CC3=C2C(=C4C(=C3O)C(=O)C5=C(C4=O)C(=CC=C5)OC)O)(C(=O)CO)O)N)O.Cl. Drug 2: CS(=O)(=O)OCCCCOS(=O)(=O)C. Cell line: OVCAR-8. Synergy scores: CSS=5.77, Synergy_ZIP=-0.484, Synergy_Bliss=4.05, Synergy_Loewe=3.20, Synergy_HSA=2.72. (6) Drug 1: CCC1(CC2CC(C3=C(CCN(C2)C1)C4=CC=CC=C4N3)(C5=C(C=C6C(=C5)C78CCN9C7C(C=CC9)(C(C(C8N6C=O)(C(=O)OC)O)OC(=O)C)CC)OC)C(=O)OC)O.OS(=O)(=O)O. Drug 2: CC1=C2C(C(=O)C3(C(CC4C(C3C(C(C2(C)C)(CC1OC(=O)C(C(C5=CC=CC=C5)NC(=O)OC(C)(C)C)O)O)OC(=O)C6=CC=CC=C6)(CO4)OC(=O)C)O)C)O. Cell line: RPMI-8226. Synergy scores: CSS=22.4, Synergy_ZIP=1.42, Synergy_Bliss=-0.384, Synergy_Loewe=-14.2, Synergy_HSA=-2.03. (7) Drug 1: CC1=C2C(C(=O)C3(C(CC4C(C3C(C(C2(C)C)(CC1OC(=O)C(C(C5=CC=CC=C5)NC(=O)OC(C)(C)C)O)O)OC(=O)C6=CC=CC=C6)(CO4)OC(=O)C)O)C)O. Drug 2: CC=C1C(=O)NC(C(=O)OC2CC(=O)NC(C(=O)NC(CSSCCC=C2)C(=O)N1)C(C)C)C(C)C. Cell line: MCF7. Synergy scores: CSS=18.4, Synergy_ZIP=4.81, Synergy_Bliss=0.499, Synergy_Loewe=-30.1, Synergy_HSA=1.01. (8) Drug 1: CN1C2=C(C=C(C=C2)N(CCCl)CCCl)N=C1CCCC(=O)O.Cl. Drug 2: C1CCC(C(C1)N)N.C(=O)(C(=O)[O-])[O-].[Pt+4]. Cell line: T-47D. Synergy scores: CSS=25.3, Synergy_ZIP=-0.497, Synergy_Bliss=4.19, Synergy_Loewe=5.44, Synergy_HSA=7.27.